From a dataset of Reaction yield outcomes from USPTO patents with 853,638 reactions. Predict the reaction yield, written as a fraction of the theoretical maximum amount of product (1.0 means a 100% yield; for example, 0.34 means a 34% yield). (1) The reactants are [C:1]([NH:4][NH2:5])(=[O:3])[CH3:2].[CH2:6]([O:13][N:14]1[C:20](=[O:21])[N:19]2[CH2:22][C@H:15]1[CH2:16][CH2:17][C@@H:18]2[C:23](O)=[O:24])[C:7]1[CH:12]=[CH:11][CH:10]=[CH:9][CH:8]=1.CCN=C=NCCCN(C)C.Cl.CCN(C(C)C)C(C)C.C1C=CC2N(O)N=NC=2C=1. The catalyst is CN(C)C=O.O.C(Cl)(Cl)Cl.CO. The product is [C:1]([NH:4][NH:5][C:23]([C@H:18]1[CH2:17][CH2:16][C@@H:15]2[CH2:22][N:19]1[C:20](=[O:21])[N:14]2[O:13][CH2:6][C:7]1[CH:12]=[CH:11][CH:10]=[CH:9][CH:8]=1)=[O:24])(=[O:3])[CH3:2]. The yield is 0.330. (2) The reactants are [N+:1]([C:4]1[CH:5]=[C:6]2[C:10](=[CH:11][CH:12]=1)[NH:9][C:8]([C:13]([O:15]CC)=[O:14])=[CH:7]2)([O-])=O.[CH2:18]=O.[CH2:20]1[CH2:24]O[CH2:22][CH2:21]1. The catalyst is [Pd]. The product is [NH:9]1[C:10]2[C:6](=[CH:5][CH:4]=[CH:12][CH:11]=2)[CH:7]=[C:8]1[C:13]([OH:15])=[O:14].[CH2:21]([C:20]1[NH:1][C:4]2[C:12]([CH:24]=1)=[CH:11][C:10]([N:9]([CH3:8])[CH3:18])=[CH:6][CH:5]=2)[CH3:22]. The yield is 0.710. (3) The reactants are Cl.[NH:2]1[C:6]([CH2:7][CH2:8][C:9]([OH:11])=O)=[CH:5][N:4]=[CH:3]1.[NH2:12][C@@H:13]([CH2:31][O:32][CH2:33][C:34]1[CH:39]=[CH:38][CH:37]=[CH:36][CH:35]=1)[C:14]([NH:16][C:17]1[CH:22]=[CH:21][C:20]([O:23][C:24]2[CH:29]=[CH:28][C:27]([F:30])=[CH:26][CH:25]=2)=[CH:19][CH:18]=1)=[O:15]. No catalyst specified. The product is [NH:2]1[C:6]([CH2:7][CH2:8][C:9]([NH:12][C@@H:13]([CH2:31][O:32][CH2:33][C:34]2[CH:35]=[CH:36][CH:37]=[CH:38][CH:39]=2)[C:14]([NH:16][C:17]2[CH:18]=[CH:19][C:20]([O:23][C:24]3[CH:29]=[CH:28][C:27]([F:30])=[CH:26][CH:25]=3)=[CH:21][CH:22]=2)=[O:15])=[O:11])=[CH:5][N:4]=[CH:3]1. The yield is 0.0500. (4) The reactants are Br[C:2]1[CH:3]=[CH:4][C:5]([F:23])=[C:6]([C:8]([NH:11][C:12](=[O:22])[O:13][CH:14]2[CH:19]3[CH2:20][CH2:21][N:16]([CH2:17][CH2:18]3)[CH2:15]2)([CH3:10])[CH3:9])[CH:7]=1.[C:24]1(B(O)O)[CH:29]=[CH:28][CH:27]=[CH:26][CH:25]=1. The catalyst is C([O-])(=O)C.[Pd+2].C([O-])(=O)C. The product is [F:23][C:5]1[CH:4]=[CH:3][C:2]([C:24]2[CH:29]=[CH:28][CH:27]=[CH:26][CH:25]=2)=[CH:7][C:6]=1[C:8]([NH:11][C:12](=[O:22])[O:13][CH:14]1[CH:19]2[CH2:20][CH2:21][N:16]([CH2:17][CH2:18]2)[CH2:15]1)([CH3:10])[CH3:9]. The yield is 0.260. (5) The reactants are [NH:1]1[C:11]2[C:6](=[CH:7][CH:8]=[CH:9][CH:10]=2)[C:4](=[O:5])[C:2]1=[O:3].C(=O)([O-])[O-].[Cs+].[Cs+].[CH:18](Br)([C:25]1[CH:30]=[CH:29][CH:28]=[CH:27][CH:26]=1)[C:19]1[CH:24]=[CH:23][CH:22]=[CH:21][CH:20]=1. The catalyst is CN(C)C=O. The product is [C:19]1([CH:18]([C:25]2[CH:26]=[CH:27][CH:28]=[CH:29][CH:30]=2)[N:1]2[C:11]3[C:6](=[CH:7][CH:8]=[CH:9][CH:10]=3)[C:4](=[O:5])[C:2]2=[O:3])[CH:24]=[CH:23][CH:22]=[CH:21][CH:20]=1. The yield is 0.690. (6) The reactants are [Si:1]([O:8][C@@H:9]([C:25]1[CH:30]=[CH:29][CH:28]=[CH:27][C:26]=1[C:31]1[CH:36]=[CH:35][C:34]([Cl:37])=[CH:33][CH:32]=1)[CH:10]1[CH2:15][CH2:14][N:13]([C:16]2[CH:24]=[CH:23][C:19]([C:20]([OH:22])=O)=[CH:18][CH:17]=2)[CH2:12][CH2:11]1)([C:4]([CH3:7])([CH3:6])[CH3:5])([CH3:3])[CH3:2].[CH3:38][N:39]([CH3:65])[CH2:40][CH2:41][C@@H:42]([NH:51][C:52]1[CH:57]=[CH:56][C:55]([S:58]([NH2:61])(=[O:60])=[O:59])=[CH:54][C:53]=1[N+:62]([O-:64])=[O:63])[CH2:43][S:44][C:45]1[CH:50]=[CH:49][CH:48]=[CH:47][CH:46]=1. No catalyst specified. The product is [Si:1]([O:8][C@@H:9]([C:25]1[CH:30]=[CH:29][CH:28]=[CH:27][C:26]=1[C:31]1[CH:36]=[CH:35][C:34]([Cl:37])=[CH:33][CH:32]=1)[CH:10]1[CH2:15][CH2:14][N:13]([C:16]2[CH:24]=[CH:23][C:19]([C:20]([NH:61][S:58]([C:55]3[CH:56]=[CH:57][C:52]([NH:51][C@H:42]([CH2:41][CH2:40][N:39]([CH3:38])[CH3:65])[CH2:43][S:44][C:45]4[CH:50]=[CH:49][CH:48]=[CH:47][CH:46]=4)=[C:53]([N+:62]([O-:64])=[O:63])[CH:54]=3)(=[O:59])=[O:60])=[O:22])=[CH:18][CH:17]=2)[CH2:12][CH2:11]1)([C:4]([CH3:7])([CH3:5])[CH3:6])([CH3:2])[CH3:3]. The yield is 0.320. (7) The reactants are [CH2:1]([NH:6][C:7]1[CH:11]=[CH:10][S:9][CH:8]=1)[CH2:2][CH2:3][CH2:4][CH3:5].[C:12](Cl)(=[O:16])[C:13](Cl)=[O:14]. The catalyst is CCOCC. The product is [CH2:1]([N:6]1[C:13](=[O:14])[C:12](=[O:16])[C:8]2[S:9][CH:10]=[CH:11][C:7]1=2)[CH2:2][CH2:3][CH2:4][CH3:5]. The yield is 0.530.